From a dataset of Full USPTO retrosynthesis dataset with 1.9M reactions from patents (1976-2016). Predict the reactants needed to synthesize the given product. (1) The reactants are: Cl.[NH2:2][OH:3].[Cl:4][C:5]1[CH:6]=[C:7]([CH:15]([CH2:25][CH:26]2[CH2:31][CH2:30][C:29](=O)[CH2:28][CH2:27]2)[C:16]([NH:18][C:19]2[CH:24]=[N:23][CH:22]=[CH:21][N:20]=2)=[O:17])[CH:8]=[CH:9][C:10]=1[S:11]([CH3:14])(=[O:13])=[O:12]. Given the product [Cl:4][C:5]1[CH:6]=[C:7]([CH:15]([CH2:25][CH:26]2[CH2:31][CH2:30][C:29](=[N:2][OH:3])[CH2:28][CH2:27]2)[C:16]([NH:18][C:19]2[CH:24]=[N:23][CH:22]=[CH:21][N:20]=2)=[O:17])[CH:8]=[CH:9][C:10]=1[S:11]([CH3:14])(=[O:13])=[O:12], predict the reactants needed to synthesize it. (2) Given the product [C:1]([C:5]1[CH:10]=[C:9]([Cl:11])[C:8]([O:12][CH3:13])=[C:7]([NH2:14])[CH:6]=1)([CH3:4])([CH3:2])[CH3:3], predict the reactants needed to synthesize it. The reactants are: [C:1]([C:5]1[CH:6]=[C:7]([N+:14]([O-])=O)[C:8]([O:12][CH3:13])=[C:9]([Cl:11])[CH:10]=1)([CH3:4])([CH3:3])[CH3:2].O.O.Cl[Sn]Cl.O. (3) Given the product [NH2:33][C@H:20]([CH2:21][S:22]([C:25]1[CH:30]=[CH:29][C:28]([Cl:31])=[C:27]([Cl:32])[CH:26]=1)(=[O:23])=[O:24])[CH2:19][C:18]([NH:17][C@H:11]1[C:10]2[C:15](=[CH:16][C:7]([CH2:6][NH:5][C:1]([CH3:2])([CH3:3])[CH3:4])=[C:8]([Cl:42])[CH:9]=2)[O:14][CH2:13][CH2:12]1)=[O:41], predict the reactants needed to synthesize it. The reactants are: [C:1]([NH:5][CH2:6][C:7]1[CH:16]=[C:15]2[C:10]([C@H:11]([NH:17][C:18](=[O:41])[CH2:19][C@H:20]([NH:33]C(=O)OC(C)(C)C)[CH2:21][S:22]([C:25]3[CH:30]=[CH:29][C:28]([Cl:31])=[C:27]([Cl:32])[CH:26]=3)(=[O:24])=[O:23])[CH2:12][CH2:13][O:14]2)=[CH:9][C:8]=1[Cl:42])([CH3:4])([CH3:3])[CH3:2].Cl. (4) Given the product [CH:1]1([CH2:7][CH2:8][CH2:9][CH2:10][C:11]([CH:19]2[CH2:14][CH2:20][CH2:21][CH2:22]2)=[O:13])[CH2:2][CH2:3][CH2:4][CH2:5][CH2:6]1, predict the reactants needed to synthesize it. The reactants are: [CH:1]1([CH2:7][CH2:8][CH2:9][CH2:10][C:11]([OH:13])=O)[CH2:6][CH2:5][CH2:4][CH2:3][CH2:2]1.[CH:14]1([CH2:20][CH2:21][C:22](O)=O)[CH2:19]CCCC1. (5) The reactants are: [Li+].CC([N-]C(C)C)C.[C:9]([CH:11]1[CH2:16][CH2:15][N:14]([C:17]([O:19][C:20]([CH3:23])([CH3:22])[CH3:21])=[O:18])[CH2:13][CH2:12]1)#[N:10].Cl[C:25]([O:27][CH2:28][CH3:29])=[O:26]. Given the product [C:9]([C:11]1([C:25]([O:27][CH2:28][CH3:29])=[O:26])[CH2:16][CH2:15][N:14]([C:17]([O:19][C:20]([CH3:23])([CH3:22])[CH3:21])=[O:18])[CH2:13][CH2:12]1)#[N:10], predict the reactants needed to synthesize it. (6) Given the product [CH3:27][C:25]1[CH:24]=[CH:23][C:21]2[NH:22][C:18]([CH:16]3[CH2:17][N:14]([C:9]4[C:8]([O:41][CH:38]5[CH2:39][CH2:40][O:35][CH2:36][CH2:37]5)=[N:13][CH:12]=[CH:11][N:10]=4)[CH2:15]3)=[N:19][C:20]=2[CH:26]=1, predict the reactants needed to synthesize it. The reactants are: C(=O)([O-])[O-].[Cs+].[Cs+].Cl[C:8]1[C:9]([N:14]2[CH2:17][CH:16]([C:18]3[NH:22][C:21]4[CH:23]=[CH:24][C:25]([CH3:27])=[CH:26][C:20]=4[N:19]=3)[CH2:15]2)=[N:10][CH:11]=[CH:12][N:13]=1.CN1C(=O)CCC1.[O:35]1[CH2:40][CH2:39][CH:38]([OH:41])[CH2:37][CH2:36]1.